This data is from Catalyst prediction with 721,799 reactions and 888 catalyst types from USPTO. The task is: Predict which catalyst facilitates the given reaction. (1) Reactant: [Br:1][C:2]1[CH:7]=[CH:6][C:5]([C:8]2[N:9]=[C:10]([NH:13][CH:14]3[CH2:19][CH2:18][CH:17]([C:20]([OH:22])=O)[CH2:16][CH2:15]3)[S:11][CH:12]=2)=[CH:4][CH:3]=1.C(C1NC=CN=1)(C1NC=CN=1)=O. Product: [Br:1][C:2]1[CH:7]=[CH:6][C:5]([C:8]2[N:9]=[C:10]([N:13]3[C:20](=[O:22])[CH:17]4[CH2:18][CH2:19][CH:14]3[CH2:15][CH2:16]4)[S:11][CH:12]=2)=[CH:4][CH:3]=1. The catalyst class is: 12. (2) Reactant: [F:1][C:2]1[CH:10]=[C:9]2[C:5]([C:6]([CH:11]=O)=[CH:7][NH:8]2)=[CH:4][CH:3]=1.[CH:13]([NH2:15])=O.[BH4-].[Na+].[C-]#N.[K+]. Product: [F:1][C:2]1[CH:10]=[C:9]2[C:5]([C:6]([CH2:11][C:13]#[N:15])=[CH:7][NH:8]2)=[CH:4][CH:3]=1. The catalyst class is: 5. (3) Reactant: [F:1][C:2]1[CH:3]=[C:4]([C:8]2[CH:9]=[CH:10][C:11](/[CH:14]=[CH:15]/[CH:16]3[C:25]4[C:24](=[O:26])[CH2:23][C:22]([CH3:28])([CH3:27])[CH2:21][C:20]=4[NH:19][C:18]4[NH:29][N:30]=[C:31]([C:32]([O:34]C(C)(C)C)=[O:33])[C:17]3=4)=[N:12][CH:13]=2)[CH:5]=[CH:6][CH:7]=1.C(O)(C(F)(F)F)=O. Product: [F:1][C:2]1[CH:3]=[C:4]([C:8]2[CH:9]=[CH:10][C:11](/[CH:14]=[CH:15]/[CH:16]3[C:25]4[C:24](=[O:26])[CH2:23][C:22]([CH3:27])([CH3:28])[CH2:21][C:20]=4[NH:19][C:18]4[NH:29][N:30]=[C:31]([C:32]([OH:34])=[O:33])[C:17]3=4)=[N:12][CH:13]=2)[CH:5]=[CH:6][CH:7]=1. The catalyst class is: 2. (4) Reactant: [C:1]([O:5][C@@H:6]([C:11]1[C:40]([CH3:41])=[C:39]([CH:42]=[O:43])[C:38]2=[N:44][C:35]3=[CH:36][N:37]2[C:12]=1[N:13]1[CH2:49][CH2:48][C:16]([CH3:50])([O:17][CH2:18][CH2:19][CH2:20][CH2:21][C@H:22]([CH3:47])[O:23][C:24]2[CH:25]=[CH:26][C:27]([F:46])=[CH:28][C:29]=2[C:30]2[CH:45]=[C:34]3[CH:33]=[CH:32][CH:31]=2)[CH2:15][CH2:14]1)[C:7]([O:9][CH3:10])=[O:8])([CH3:4])([CH3:3])[CH3:2].[BH4-].[Na+]. Product: [C:1]([O:5][C@@H:6]([C:11]1[C:40]([CH3:41])=[C:39]([CH2:42][OH:43])[C:38]2=[N:44][C:35]3=[CH:36][N:37]2[C:12]=1[N:13]1[CH2:14][CH2:15][C:16]([CH3:50])([O:17][CH2:18][CH2:19][CH2:20][CH2:21][C@H:22]([CH3:47])[O:23][C:24]2[CH:25]=[CH:26][C:27]([F:46])=[CH:28][C:29]=2[C:30]2[CH:45]=[C:34]3[CH:33]=[CH:32][CH:31]=2)[CH2:48][CH2:49]1)[C:7]([O:9][CH3:10])=[O:8])([CH3:4])([CH3:2])[CH3:3]. The catalyst class is: 5.